From a dataset of Forward reaction prediction with 1.9M reactions from USPTO patents (1976-2016). Predict the product of the given reaction. The product is: [NH2:1][C:2](=[N:8][C:9]1[CH:14]=[CH:13][C:12]([N:15]2[CH2:16][CH2:17][N:18]([C:21]([NH:23][CH2:24][CH2:25][CH2:26][CH2:27][CH:28]3[CH2:32][CH2:31][S:30][S:29]3)=[O:22])[CH2:19][CH2:20]2)=[CH:11][C:10]=1[CH3:35])[C:3]1[S:4][CH:5]=[CH:6][CH:7]=1. Given the reactants [NH2:1][C:2](=[N:8][C:9]1[CH:14]=[CH:13][C:12]([N:15]2[CH2:20][CH2:19][N:18]([C:21]([NH:23][CH2:24][CH2:25][CH2:26][CH2:27][CH:28]3[CH2:32][CH2:31][S:30][S:29]3)=[O:22])[CH2:17][CH2:16]2)=[C:11](C)[CH:10]=1)[C:3]1[S:4][CH:5]=[CH:6][CH:7]=1.F[C:35]1C=CC([N+]([O-])=O)=C(C)C=1, predict the reaction product.